This data is from Peptide-MHC class II binding affinity with 134,281 pairs from IEDB. The task is: Regression. Given a peptide amino acid sequence and an MHC pseudo amino acid sequence, predict their binding affinity value. This is MHC class II binding data. (1) The peptide sequence is IHIGDSSKVTITDTT. The MHC is HLA-DQA10501-DQB10301 with pseudo-sequence HLA-DQA10501-DQB10301. The binding affinity (normalized) is 0.648. (2) The peptide sequence is TKKGNVWEVKSSKPL. The MHC is DRB1_1101 with pseudo-sequence DRB1_1101. The binding affinity (normalized) is 0.132. (3) The peptide sequence is LSDISLKLTSGKIAS. The MHC is HLA-DQA10501-DQB10201 with pseudo-sequence HLA-DQA10501-DQB10201. The binding affinity (normalized) is 0.